This data is from Catalyst prediction with 721,799 reactions and 888 catalyst types from USPTO. The task is: Predict which catalyst facilitates the given reaction. Reactant: [Cl:1][C:2]1[CH:3]=[C:4]2[CH:10]=[C:9]([C:11]([NH:13][CH2:14][C:15]([OH:17])=O)=[O:12])[NH:8][C:5]2=[CH:6][N:7]=1.[NH2:18][C:19]1[CH:24]=[CH:23][CH:22]=[CH:21][CH:20]=1.C1C=CC2N(O)N=NC=2C=1.CCN(C(C)C)C(C)C.CCN=C=NCCCN(C)C. The catalyst class is: 3. Product: [C:19]1([NH:18][C:15]([CH2:14][NH:13][C:11]([C:9]2[NH:8][C:5]3=[CH:6][N:7]=[C:2]([Cl:1])[CH:3]=[C:4]3[CH:10]=2)=[O:12])=[O:17])[CH:24]=[CH:23][CH:22]=[CH:21][CH:20]=1.